Task: Predict the reactants needed to synthesize the given product.. Dataset: Full USPTO retrosynthesis dataset with 1.9M reactions from patents (1976-2016) (1) Given the product [N:24]1([CH:25]2[CH2:5][CH2:4][N:9]([C:30]([Cl:32])=[O:36])[CH2:8][CH2:7]2)[CH2:22][CH2:13][CH2:12][CH2:11][CH2:10]1, predict the reactants needed to synthesize it. The reactants are: CCC1C=CC(=O)[C:5]2=C[C:7]3[CH2:25][N:24]4[C:10](=[CH:11][C:12]5[C@@](O)(CC)C(=O)OC[C:13]=5[C:22]4=O)[C:8]=3[NH:9][C:4]=12.[CH2:30]([Cl:32])Cl.CN(C)C=[O:36].N1C=CC=CC=1. (2) Given the product [C:1]([O:5][C:6]([N:8]1[CH2:13][CH2:12][CH:11]([S:15][C:16]2[S:17][CH:18]=[CH:19][N:20]=2)[CH2:10][CH2:9]1)=[O:7])([CH3:4])([CH3:3])[CH3:2], predict the reactants needed to synthesize it. The reactants are: [C:1]([O:5][C:6]([N:8]1[CH2:13][CH2:12][CH:11](O)[CH2:10][CH2:9]1)=[O:7])([CH3:4])([CH3:3])[CH3:2].[SH:15][C:16]1[S:17][CH:18]=[CH:19][N:20]=1. (3) Given the product [CH:35]([NH:38][C:39]([N:25]1[CH2:24][CH2:23][CH:22]([CH2:21][N:3]([CH2:1][CH3:2])[CH:4]2[CH2:5][CH2:6][C:7]3[C:12](=[CH:11][C:10]([NH:14][C:15](=[O:20])[C:16]([F:17])([F:18])[F:19])=[CH:9][CH:8]=3)[CH2:13]2)[CH2:27][CH2:26]1)=[O:40])([CH3:37])[CH3:36], predict the reactants needed to synthesize it. The reactants are: [CH2:1]([N:3]([CH2:21][CH:22]1[CH2:27][CH2:26][NH:25][CH2:24][CH2:23]1)[CH:4]1[CH2:13][C:12]2[CH:11]=[C:10]([NH:14][C:15](=[O:20])[C:16]([F:19])([F:18])[F:17])[CH:9]=[CH:8][C:7]=2[CH2:6][CH2:5]1)[CH3:2].C(N(CC)CC)C.[CH:35]([N:38]=[C:39]=[O:40])([CH3:37])[CH3:36]. (4) Given the product [OH2:7].[ClH:40].[CH3:1][C:2]1[CH:26]=[CH:25][C:5]([C:6]([NH:8][C:9]2[CH:14]=[C:13]([C:15]([F:16])([F:17])[F:18])[CH:12]=[C:11]([N:19]3[CH:23]=[C:22]([CH3:24])[N:21]=[CH:20]3)[CH:10]=2)=[O:7])=[CH:4][C:3]=1[NH:27][C:28]1[N:33]=[C:32]([C:34]2[CH:35]=[N:36][CH:37]=[CH:38][CH:39]=2)[CH:31]=[CH:30][N:29]=1, predict the reactants needed to synthesize it. The reactants are: [CH3:1][C:2]1[CH:26]=[CH:25][C:5]([C:6]([NH:8][C:9]2[CH:14]=[C:13]([C:15]([F:18])([F:17])[F:16])[CH:12]=[C:11]([N:19]3[CH:23]=[C:22]([CH3:24])[N:21]=[CH:20]3)[CH:10]=2)=[O:7])=[CH:4][C:3]=1[NH:27][C:28]1[N:33]=[C:32]([C:34]2[CH:35]=[N:36][CH:37]=[CH:38][CH:39]=2)[CH:31]=[CH:30][N:29]=1.[ClH:40]. (5) Given the product [C:37]1([C:40]2[CH:41]=[CH:42][CH:43]=[CH:44][CH:45]=2)[CH:38]=[CH:39][C:34]([CH2:9][C:8]([N:26]2[CH2:25][CH2:24][C:23]3[C:28](=[CH:29][C:30]([O:31][CH3:32])=[C:21]([O:20][CH3:19])[CH:22]=3)[CH2:27]2)=[O:7])=[CH:35][CH:36]=1, predict the reactants needed to synthesize it. The reactants are: C(P(=O)([O:7][CH2:8][CH3:9])OCC)#N.C(N(CC)CC)C.Cl.[CH3:19][O:20][C:21]1[CH:22]=[C:23]2[C:28](=[CH:29][C:30]=1[O:31][CH3:32])[CH2:27][NH:26][CH2:25][CH2:24]2.F[C:34]1[CH:39]=[CH:38][C:37]([C:40]2[CH:45]=[CH:44][C:43](CC3C4C(=CC(OC)=C(OC)C=4)CCN3C(C3C=CC=CC=3)=O)=[CH:42][CH:41]=2)=[C:36](OC)[CH:35]=1. (6) Given the product [CH3:13][N:18]([CH3:17])[C:5]1[CH:7]=[C:8]([N+:10]([O-:12])=[O:11])[CH:9]=[C:3]([O:2][CH3:1])[CH:4]=1, predict the reactants needed to synthesize it. The reactants are: [CH3:1][O:2][C:3]1[CH:4]=[C:5]([CH:7]=[C:8]([N+:10]([O-:12])=[O:11])[CH:9]=1)N.[CH3:13]O.C=O.[C:17]([BH3-])#[N:18].[Na+]. (7) Given the product [F:50][C:33]([F:49])([F:32])[C:34]1[CH:39]=[CH:38][N:37]=[C:36]([O:40][CH2:41][CH:42]2[CH2:47][CH:46]3[N:48]([C:21]([O:23][C:8]([CH3:7])([CH3:9])[CH3:12])=[O:22])[CH:43]2[CH2:44][CH2:45]3)[N:35]=1, predict the reactants needed to synthesize it. The reactants are: CC1N=C([C:7]2C=CC=[CH:12][C:8]=2[C:9](O)=O)ON=1.CC1C=CC([C:21]([OH:23])=[O:22])=C(N2N=CC=N2)N=1.Cl.[F:32][C:33]([F:50])([F:49])[C:34]1[CH:39]=[CH:38][N:37]=[C:36]([O:40][CH2:41][CH:42]2[CH2:47][CH:46]3[NH:48][CH:43]2[CH2:44][CH2:45]3)[N:35]=1.